From a dataset of Forward reaction prediction with 1.9M reactions from USPTO patents (1976-2016). Predict the product of the given reaction. (1) Given the reactants [Cl:1][C:2]1[N:7]=[CH:6][C:5]([NH:8][C:9]2[N:14]=[C:13]([C:15]#[N:16])[CH:12]=[CH:11][N:10]=2)=[CH:4][CH:3]=1.[NH4+]=S.ClC1C=CC(NC2N=C(C(=[S:35])N)C=CN=2)=CC=1, predict the reaction product. The product is: [Cl:1][C:2]1[N:7]=[CH:6][C:5]([NH:8][C:9]2[N:14]=[C:13]([C:15](=[S:35])[NH2:16])[CH:12]=[CH:11][N:10]=2)=[CH:4][CH:3]=1. (2) Given the reactants [N:1]1[C:6]2[CH:7]=[CH:8][C:9]3[CH:15]=[CH:14][CH:13]=[CH:12][C:10]=3[NH:11][C:5]=2[CH:4]=[CH:3][CH:2]=1, predict the reaction product. The product is: [N:1]1[C:6]2[CH2:7][CH2:8][C:9]3[CH:15]=[CH:14][CH:13]=[CH:12][C:10]=3[NH:11][C:5]=2[CH:4]=[CH:3][CH:2]=1. (3) Given the reactants C(OC([N:8]1[CH2:13][CH2:12][N:11]([CH2:14][CH2:15][N:16]2[CH2:21][CH2:20][O:19][C@H:18]([CH2:22][O:23][CH3:24])[CH2:17]2)[CH2:10][C@H:9]1[CH2:25][C:26]1[CH:31]=[CH:30][C:29]([CH3:32])=[C:28]([O:33][Si:34]([C:47]([CH3:50])([CH3:49])[CH3:48])([C:41]2[CH:46]=[CH:45][CH:44]=[CH:43][CH:42]=2)[C:35]2[CH:40]=[CH:39][CH:38]=[CH:37][CH:36]=2)[CH:27]=1)=O)(C)(C)C.FC(F)(F)C(O)=O, predict the reaction product. The product is: [Si:34]([O:33][C:28]1[CH:27]=[C:26]([CH:31]=[CH:30][C:29]=1[CH3:32])[CH2:25][C@@H:9]1[CH2:10][N:11]([CH2:14][CH2:15][N:16]2[CH2:21][CH2:20][O:19][C@H:18]([CH2:22][O:23][CH3:24])[CH2:17]2)[CH2:12][CH2:13][NH:8]1)([C:47]([CH3:48])([CH3:49])[CH3:50])([C:35]1[CH:40]=[CH:39][CH:38]=[CH:37][CH:36]=1)[C:41]1[CH:42]=[CH:43][CH:44]=[CH:45][CH:46]=1. (4) Given the reactants [F:1][C:2]1[CH:20]=[C:19]([S:21]([CH3:24])(=[O:23])=[O:22])[C:18]([F:25])=[CH:17][C:3]=1[O:4][C@H:5]1[CH2:9][CH2:8][N:7]([CH:10]2[CH2:15][CH2:14][NH:13][CH2:12][CH2:11]2)[C:6]1=[O:16].C(=O)([O-])[O-].[K+].[K+].Cl[C:33]1[S:34][C:35]([C:38]([F:41])([F:40])[F:39])=[N:36][N:37]=1, predict the reaction product. The product is: [F:1][C:2]1[CH:20]=[C:19]([S:21]([CH3:24])(=[O:23])=[O:22])[C:18]([F:25])=[CH:17][C:3]=1[O:4][C@H:5]1[CH2:9][CH2:8][N:7]([CH:10]2[CH2:15][CH2:14][N:13]([C:33]3[S:34][C:35]([C:38]([F:41])([F:40])[F:39])=[N:36][N:37]=3)[CH2:12][CH2:11]2)[C:6]1=[O:16].